Predict the reaction yield, written as a fraction of the theoretical maximum amount of product (1.0 means a 100% yield; for example, 0.34 means a 34% yield). From a dataset of Reaction yield outcomes from USPTO patents with 853,638 reactions. (1) The reactants are [CH3:1][C:2]1[CH:11]=[CH:10][C:9]2[C:4](=[CH:5][CH:6]=[CH:7][C:8]=2[N:12]2[CH2:17][CH2:16][N:15]([CH2:18][CH2:19][C:20]3[CH:21]=[C:22]([CH:24]=[CH:25][CH:26]=3)[NH2:23])[CH2:14][CH2:13]2)[N:3]=1.[CH3:27][CH:28]([CH3:32])[C:29](Cl)=[O:30]. No catalyst specified. The product is [CH3:27][CH:28]([CH3:32])[C:29]([NH:23][C:22]1[CH:24]=[CH:25][CH:26]=[C:20]([CH2:19][CH2:18][N:15]2[CH2:14][CH2:13][N:12]([C:8]3[CH:7]=[CH:6][CH:5]=[C:4]4[C:9]=3[CH:10]=[CH:11][C:2]([CH3:1])=[N:3]4)[CH2:17][CH2:16]2)[CH:21]=1)=[O:30]. The yield is 0.810. (2) The yield is 0.140. The reactants are [F:1][C:2]1[CH:11]=[C:10]2[C:5]([C:6](=[O:17])[C:7]([C:12]([O:14]CC)=[O:13])=[CH:8][NH:9]2)=[CH:4][C:3]=1[O:18][CH3:19].[OH-].[Na+].Cl. The product is [F:1][C:2]1[CH:11]=[C:10]2[C:5]([C:6](=[O:17])[C:7]([C:12]([OH:14])=[O:13])=[CH:8][NH:9]2)=[CH:4][C:3]=1[O:18][CH3:19]. No catalyst specified.